This data is from NCI-60 drug combinations with 297,098 pairs across 59 cell lines. The task is: Regression. Given two drug SMILES strings and cell line genomic features, predict the synergy score measuring deviation from expected non-interaction effect. (1) Drug 1: CC1=CC2C(CCC3(C2CCC3(C(=O)C)OC(=O)C)C)C4(C1=CC(=O)CC4)C. Drug 2: CC=C1C(=O)NC(C(=O)OC2CC(=O)NC(C(=O)NC(CSSCCC=C2)C(=O)N1)C(C)C)C(C)C. Cell line: SK-MEL-5. Synergy scores: CSS=64.1, Synergy_ZIP=6.55, Synergy_Bliss=2.33, Synergy_Loewe=-63.1, Synergy_HSA=-3.64. (2) Drug 1: CC12CCC3C(C1CCC2=O)CC(=C)C4=CC(=O)C=CC34C. Drug 2: CC1=C(N=C(N=C1N)C(CC(=O)N)NCC(C(=O)N)N)C(=O)NC(C(C2=CN=CN2)OC3C(C(C(C(O3)CO)O)O)OC4C(C(C(C(O4)CO)O)OC(=O)N)O)C(=O)NC(C)C(C(C)C(=O)NC(C(C)O)C(=O)NCCC5=NC(=CS5)C6=NC(=CS6)C(=O)NCCC[S+](C)C)O. Cell line: RXF 393. Synergy scores: CSS=31.8, Synergy_ZIP=-2.67, Synergy_Bliss=1.08, Synergy_Loewe=-2.63, Synergy_HSA=1.43. (3) Drug 1: COC1=NC(=NC2=C1N=CN2C3C(C(C(O3)CO)O)O)N. Drug 2: CN(C(=O)NC(C=O)C(C(C(CO)O)O)O)N=O. Cell line: NCIH23. Synergy scores: CSS=2.58, Synergy_ZIP=-5.20, Synergy_Bliss=-8.90, Synergy_Loewe=-9.41, Synergy_HSA=-9.41. (4) Drug 1: CC1C(C(CC(O1)OC2CC(CC3=C2C(=C4C(=C3O)C(=O)C5=C(C4=O)C(=CC=C5)OC)O)(C(=O)C)O)N)O.Cl. Drug 2: CC1C(C(CC(O1)OC2CC(OC(C2O)C)OC3=CC4=CC5=C(C(=O)C(C(C5)C(C(=O)C(C(C)O)O)OC)OC6CC(C(C(O6)C)O)OC7CC(C(C(O7)C)O)OC8CC(C(C(O8)C)O)(C)O)C(=C4C(=C3C)O)O)O)O. Cell line: NCI-H460. Synergy scores: CSS=18.5, Synergy_ZIP=-0.365, Synergy_Bliss=-2.30, Synergy_Loewe=-36.1, Synergy_HSA=-2.37.